This data is from Full USPTO retrosynthesis dataset with 1.9M reactions from patents (1976-2016). The task is: Predict the reactants needed to synthesize the given product. (1) The reactants are: [I:1][C:2]1[CH:7]=[CH:6][C:5]([OH:8])=[CH:4][CH:3]=1.Br[C:10]([CH3:19])([CH3:18])[C:11]([O:13][C:14]([CH3:17])([CH3:16])[CH3:15])=[O:12].C(=O)([O-])[O-].[Cs+].[Cs+].Cl.C(OCC)C. Given the product [I:1][C:2]1[CH:7]=[CH:6][C:5]([O:8][C:10]([CH3:19])([CH3:18])[C:11]([O:13][C:14]([CH3:17])([CH3:16])[CH3:15])=[O:12])=[CH:4][CH:3]=1, predict the reactants needed to synthesize it. (2) The reactants are: [CH2:1]([O:3][C:4]([C:6]([CH3:37])([O:8][C:9]1[CH:14]=[CH:13][C:12]([CH2:15][CH2:16][CH2:17][C:18]([NH:20][N:21]([CH2:26][C:27]2[CH:32]=[CH:31][C:30]([C:33]([CH3:36])([CH3:35])[CH3:34])=[CH:29][CH:28]=2)[C:22]([NH:24][CH3:25])=[O:23])=O)=[CH:11][CH:10]=1)[CH3:7])=[O:5])[CH3:2].C12(CS(O)(=O)=O)C(C)(C)C(CC1)CC2=O. Given the product [CH2:1]([O:3][C:4](=[O:5])[C:6]([O:8][C:9]1[CH:14]=[CH:13][C:12]([CH2:15][CH2:16][CH2:17][C:18]2[N:24]([CH3:25])[C:22](=[O:23])[N:21]([CH2:26][C:27]3[CH:32]=[CH:31][C:30]([C:33]([CH3:36])([CH3:35])[CH3:34])=[CH:29][CH:28]=3)[N:20]=2)=[CH:11][CH:10]=1)([CH3:37])[CH3:7])[CH3:2], predict the reactants needed to synthesize it. (3) Given the product [Cl:1][C:2]1[CH:3]=[CH:4][C:5]([O:25][CH3:26])=[C:6]([C@@:8]2([F:24])[C:16]3[C:11](=[CH:12][C:13]([C:17]([F:19])([F:20])[F:18])=[CH:14][CH:15]=3)[N:10]([CH2:21][Cl:28])[C:9]2=[O:23])[CH:7]=1, predict the reactants needed to synthesize it. The reactants are: [Cl:1][C:2]1[CH:3]=[CH:4][C:5]([O:25][CH3:26])=[C:6]([C@@:8]2([F:24])[C:16]3[C:11](=[CH:12][C:13]([C:17]([F:20])([F:19])[F:18])=[CH:14][CH:15]=3)[N:10]([CH2:21]O)[C:9]2=[O:23])[CH:7]=1.P(Cl)(Cl)[Cl:28]. (4) Given the product [F:1][C:2]1[C:7]([F:8])=[C:6]([O:9][CH2:10][C@H:11]2[CH2:12][CH2:13][C@H:14]([C@H:17]3[CH2:22][CH2:21][C@H:20]([CH:23]=[CH2:24])[CH2:19][CH2:18]3)[CH2:15][CH2:16]2)[CH:5]=[CH:4][C:3]=1[O:25][CH2:34][C@H:31]1[CH2:32][CH2:33][C@H:28]([CH2:26][CH3:27])[CH2:29][CH2:30]1, predict the reactants needed to synthesize it. The reactants are: [F:1][C:2]1[C:7]([F:8])=[C:6]([O:9][CH2:10][C@H:11]2[CH2:16][CH2:15][C@H:14]([C@H:17]3[CH2:22][CH2:21][C@H:20]([CH:23]=[CH2:24])[CH2:19][CH2:18]3)[CH2:13][CH2:12]2)[CH:5]=[CH:4][C:3]=1[OH:25].[CH2:26]([C@H:28]1[CH2:33][CH2:32][C@H:31]([CH2:34]Br)[CH2:30][CH2:29]1)[CH3:27].P([O-])([O-])([O-])=O.[K+].[K+].[K+].O. (5) Given the product [CH3:13][N:14]([CH3:15])[CH2:2][CH2:3][CH2:4][CH2:5][O:6][C:7]1[CH:8]=[N:9][CH:10]=[CH:11][CH:12]=1, predict the reactants needed to synthesize it. The reactants are: Cl[CH2:2][CH2:3][CH2:4][CH2:5][O:6][C:7]1[CH:8]=[N:9][CH:10]=[CH:11][CH:12]=1.[CH3:13][NH:14][CH3:15].